Dataset: Catalyst prediction with 721,799 reactions and 888 catalyst types from USPTO. Task: Predict which catalyst facilitates the given reaction. (1) The catalyst class is: 6. Product: [CH:1]1([CH2:7][CH2:8][CH2:9][CH2:10][C:11]2[NH:21][C:14]3[CH:19]=[CH:18][CH:17]=[CH:16][C:15]=3[N:20]=2)[CH2:6][CH2:5][CH2:4][CH2:3][CH2:2]1. Reactant: [CH:1]1([CH2:7][CH2:8][CH2:9][CH2:10][C:11](O)=O)[CH2:6][CH2:5][CH2:4][CH2:3][CH2:2]1.[C:14]1([NH2:21])[CH:19]=[CH:18][CH:17]=[CH:16][C:15]=1[NH2:20].N. (2) Reactant: C[O:2][C:3]([C:5]1[CH:6]=[CH:7][CH:8]=[C:9]2[C:14]=1[N:13]=[CH:12][N:11]=[C:10]2[NH:15][CH2:16][C:17]1[CH:22]=[CH:21][CH:20]=[C:19]([NH:23][C:24]([C:26]2[CH:31]=[CH:30][N:29]=[C:28]([Cl:32])[CH:27]=2)=[O:25])[CH:18]=1)=O.C1COCC1.CC(O)C.[OH-].[NH4+:43]. Product: [Cl:32][C:28]1[CH:27]=[C:26]([C:24]([NH:23][C:19]2[CH:18]=[C:17]([CH:22]=[CH:21][CH:20]=2)[CH2:16][NH:15][C:10]2[C:9]3[C:14](=[C:5]([C:3]([NH2:43])=[O:2])[CH:6]=[CH:7][CH:8]=3)[N:13]=[CH:12][N:11]=2)=[O:25])[CH:31]=[CH:30][N:29]=1. The catalyst class is: 6. (3) Reactant: [CH:1]1([C:7]2[N:8]=[N:9][N:10]3[C:15]=2[C:14]2[CH:16]=[CH:17][N:18](COCC[Si](C)(C)C)[C:13]=2[N:12]=[CH:11]3)[CH2:6][CH2:5][CH2:4][CH2:3][CH2:2]1.CCCC[N+](CCCC)(CCCC)CCCC.[F-]. Product: [CH:1]1([C:7]2[N:8]=[N:9][N:10]3[C:15]=2[C:14]2[CH:16]=[CH:17][NH:18][C:13]=2[N:12]=[CH:11]3)[CH2:2][CH2:3][CH2:4][CH2:5][CH2:6]1. The catalyst class is: 1. (4) Reactant: [F:1][C:2]1[CH:3]=[C:4]([CH:18]=[CH:19][CH:20]=1)[C:5]([C:7]1[CH:15]=[CH:14][C:13]([O:16][CH3:17])=[CH:12][C:8]=1[C:9](O)=[O:10])=O.O.[NH2:22][NH2:23]. Product: [F:1][C:2]1[CH:3]=[C:4]([C:5]2[C:7]3[C:8](=[CH:12][C:13]([O:16][CH3:17])=[CH:14][CH:15]=3)[C:9](=[O:10])[NH:23][N:22]=2)[CH:18]=[CH:19][CH:20]=1. The catalyst class is: 14. (5) Reactant: [H-].[Na+].CS(C)=O.[ClH:7].[NH2:8][C:9]1[CH:14]=[CH:13][C:12]([OH:15])=[CH:11][C:10]=1Cl.Cl[C:18]1[C:27]2[C:22](=[CH:23][C:24]([O:30][CH3:31])=[C:25]([O:28][CH3:29])[CH:26]=2)[N:21]=[CH:20][CH:19]=1. Product: [Cl:7][C:11]1[CH:10]=[C:9]([CH:14]=[CH:13][C:12]=1[O:15][C:18]1[C:27]2[C:22](=[CH:23][C:24]([O:30][CH3:31])=[C:25]([O:28][CH3:29])[CH:26]=2)[N:21]=[CH:20][CH:19]=1)[NH2:8]. The catalyst class is: 6.